Dataset: Reaction yield outcomes from USPTO patents with 853,638 reactions. Task: Predict the reaction yield, written as a fraction of the theoretical maximum amount of product (1.0 means a 100% yield; for example, 0.34 means a 34% yield). (1) The reactants are C[O:2][C:3]1[CH:8]=[C:7]([S:9]([C:12]2[CH:17]=[CH:16][CH:15]=[C:14]([O:18][C:19]([F:22])([F:21])[F:20])[CH:13]=2)(=[O:11])=[O:10])[CH:6]=[C:5]([N+:23]([O-:25])=[O:24])[CH:4]=1.B(Br)(Br)Br. The catalyst is C(Cl)Cl. The product is [N+:23]([C:5]1[CH:4]=[C:3]([OH:2])[CH:8]=[C:7]([S:9]([C:12]2[CH:17]=[CH:16][CH:15]=[C:14]([O:18][C:19]([F:22])([F:20])[F:21])[CH:13]=2)(=[O:10])=[O:11])[CH:6]=1)([O-:25])=[O:24]. The yield is 0.680. (2) The reactants are [NH2:1][C:2]1[S:6][C:5](Br)=[N:4][C:3]=1[C:8]([NH:10][C:11]1[CH:12]=[N:13][N:14]([CH3:34])[C:15]=1[N:16]1[CH2:22][CH2:21][CH2:20][C@@H:19]([NH:23]C(=O)OCC2C=CC=CC=2)[CH2:18][CH2:17]1)=[O:9].[F:35][C:36]1[CH:37]=[CH:38][C:39]([OH:45])=[C:40](B(O)O)[CH:41]=1. No catalyst specified. The product is [NH2:1][C:2]1[S:6][C:5]([C:38]2[CH:37]=[C:36]([F:35])[CH:41]=[CH:40][C:39]=2[OH:45])=[N:4][C:3]=1[C:8]([NH:10][C:11]1[CH:12]=[N:13][N:14]([CH3:34])[C:15]=1[N:16]1[CH2:22][CH2:21][CH2:20][C@@H:19]([NH2:23])[CH2:18][CH2:17]1)=[O:9]. The yield is 0.210. (3) The reactants are [CH3:1][C:2](=[CH2:16])[CH2:3][CH2:4][O:5][C:6]1[CH:7]=[C:8]([NH:12][C:13](=[O:15])[CH3:14])[CH:9]=[CH:10][CH:11]=1.[Al+3].[Cl-].[Cl-].[Cl-].O. The catalyst is FC1C=CC=CC=1. The product is [CH3:16][C:2]1([CH3:1])[C:11]2[C:6](=[CH:7][C:8]([NH:12][C:13](=[O:15])[CH3:14])=[CH:9][CH:10]=2)[O:5][CH2:4][CH2:3]1. The yield is 0.540. (4) The catalyst is N1C=CC=CC=1. The yield is 0.410. The product is [F:22][C:19]1[CH:18]=[CH:17][C:16]([C:6]2[C:7]3[C:12](=[CH:11][CH:10]=[C:9]([C:13]([NH:23][CH2:24][C:25]4[CH:26]=[N:27][CH:28]=[CH:29][CH:30]=4)=[O:14])[CH:8]=3)[NH:4][N:5]=2)=[CH:21][CH:20]=1. The reactants are C([N:4]1[C:12]2[C:7](=[CH:8][C:9]([C:13](Cl)=[O:14])=[CH:10][CH:11]=2)[C:6]([C:16]2[CH:21]=[CH:20][C:19]([F:22])=[CH:18][CH:17]=2)=[N:5]1)(=O)C.[NH2:23][CH2:24][C:25]1[CH:26]=[N:27][CH:28]=[CH:29][CH:30]=1.